From a dataset of Full USPTO retrosynthesis dataset with 1.9M reactions from patents (1976-2016). Predict the reactants needed to synthesize the given product. The reactants are: [C:1]([O:7][CH2:8][CH3:9])(=[O:6])[CH2:2][C:3]([CH3:5])=O.[Br:10][C:11]1[CH:12]=[C:13]([CH:16]=[CH:17][CH:18]=1)[CH:14]=O.[NH4+:19].[OH-:20]. Given the product [Br:10][C:11]1[CH:12]=[C:13]([CH:14]2[C:2]([C:1]([O:7][CH2:8][CH3:9])=[O:6])=[C:3]([CH3:5])[NH:19][C:3]([CH3:5])=[C:2]2[C:1]([O:7][CH2:8][CH3:9])=[O:20])[CH:16]=[CH:17][CH:18]=1, predict the reactants needed to synthesize it.